From a dataset of Catalyst prediction with 721,799 reactions and 888 catalyst types from USPTO. Predict which catalyst facilitates the given reaction. (1) Reactant: [Cl:1][C:2]1[CH:8]=[CH:7][CH:6]=[C:5]([Cl:9])[C:3]=1[NH2:4].[S:10](=O)(=[O:13])([OH:12])[OH:11]. Product: [Cl:1][C:2]1[CH:8]=[C:7]([CH:6]=[C:5]([Cl:9])[C:3]=1[NH2:4])[S:10]([OH:13])(=[O:12])=[O:11]. The catalyst class is: 6. (2) Reactant: [Cl:1][C:2]1[C:3]([CH3:11])=[C:4]([CH:8]=[CH:9][CH:10]=1)[C:5]([OH:7])=[O:6].S(=O)(=O)(O)O.[OH-].[Na+].[CH3:19]O. Product: [Cl:1][C:2]1[C:3]([CH3:11])=[C:4]([CH:8]=[CH:9][CH:10]=1)[C:5]([O:7][CH3:19])=[O:6]. The catalyst class is: 28. (3) Reactant: [CH3:1][C:2]([OH:8])([CH3:7])[C:3]#[C:4][CH2:5][OH:6].C(N(CC)CC)C.[CH3:16][S:17](Cl)(=[O:19])=[O:18].O. Product: [CH3:16][S:17]([O:6][CH2:5][C:4]#[C:3][C:2]([OH:8])([CH3:7])[CH3:1])(=[O:19])=[O:18]. The catalyst class is: 1. (4) Reactant: [OH:1][C:2]1[CH:3]=[C:4]([CH:7]=[C:8]([OH:11])[C:9]=1[OH:10])[CH:5]=[O:6].[CH2:12](I)[CH3:13].C([O-])([O-])=O.[K+].[K+]. Product: [CH2:12]([O:1][C:2]1[CH:3]=[C:4]([CH:7]=[C:8]([OH:11])[C:9]=1[OH:10])[CH:5]=[O:6])[CH3:13]. The catalyst class is: 3.